This data is from Full USPTO retrosynthesis dataset with 1.9M reactions from patents (1976-2016). The task is: Predict the reactants needed to synthesize the given product. Given the product [CH2:1]([O:3][C:4](=[O:25])[C:5]1[CH:10]=[CH:9][CH:8]=[C:7]([N:11]2[C:15]([CH3:16])=[CH:14][CH:13]=[C:12]2[C:17]2[CH:22]=[C:21]([Cl:23])[CH:20]=[CH:19][C:18]=2[O:24][CH2:30][C:29]2[CH:32]=[CH:33][C:34]([Cl:35])=[C:27]([Cl:26])[CH:28]=2)[CH:6]=1)[CH3:2], predict the reactants needed to synthesize it. The reactants are: [CH2:1]([O:3][C:4](=[O:25])[C:5]1[CH:10]=[CH:9][CH:8]=[C:7]([N:11]2[C:15]([CH3:16])=[CH:14][CH:13]=[C:12]2[C:17]2[CH:22]=[C:21]([Cl:23])[CH:20]=[CH:19][C:18]=2[OH:24])[CH:6]=1)[CH3:2].[Cl:26][C:27]1[CH:28]=[C:29]([CH:32]=[CH:33][C:34]=1[Cl:35])[CH2:30]Br.C(=O)([O-])[O-].[K+].[K+].